This data is from Forward reaction prediction with 1.9M reactions from USPTO patents (1976-2016). The task is: Predict the product of the given reaction. Given the reactants IC.[F:3][C:4]1[CH:5]=[C:6]([CH:28]=[C:29]([F:31])[CH:30]=1)[CH2:7][N:8]1[C:16]2[C:11](=[CH:12][CH:13]=[C:14]([NH2:17])[CH:15]=2)[C:10]([S:18][C:19]2[CH:24]=[CH:23][CH:22]=[CH:21][C:20]=2[N+:25]([O-:27])=[O:26])=[CH:9]1.[C:32](=O)([O-])[O-].[Na+].[Na+], predict the reaction product. The product is: [F:3][C:4]1[CH:5]=[C:6]([CH:28]=[C:29]([F:31])[CH:30]=1)[CH2:7][N:8]1[C:16]2[C:11](=[CH:12][CH:13]=[C:14]([NH:17][CH3:32])[CH:15]=2)[C:10]([S:18][C:19]2[CH:24]=[CH:23][CH:22]=[CH:21][C:20]=2[N+:25]([O-:27])=[O:26])=[CH:9]1.